Dataset: Reaction yield outcomes from USPTO patents with 853,638 reactions. Task: Predict the reaction yield, written as a fraction of the theoretical maximum amount of product (1.0 means a 100% yield; for example, 0.34 means a 34% yield). (1) The reactants are N(C(OCC)=O)=NC(OCC)=O.[C:13]1([CH:19]2[O:23][CH:22]([CH2:24][CH2:25][CH2:26][CH2:27]O)[CH2:21][O:20]2)[CH:18]=[CH:17][CH:16]=[CH:15][CH:14]=1.C1(P(C2C=CC=CC=2)C2C=CC=CC=2)C=CC=CC=1.[C:48]1(=[O:58])[NH:52][C:51](=[O:53])[C:50]2=[CH:54][CH:55]=[CH:56][CH:57]=[C:49]12. The catalyst is C1COCC1. The product is [C:13]1([CH:19]2[O:23][CH:22]([CH2:24][CH2:25][CH2:26][CH2:27][N:52]3[C:51](=[O:53])[C:50]4=[CH:54][CH:55]=[CH:56][CH:57]=[C:49]4[C:48]3=[O:58])[CH2:21][O:20]2)[CH:14]=[CH:15][CH:16]=[CH:17][CH:18]=1. The yield is 0.920. (2) The reactants are [N:1]1([S:6]([C:9]2[CH:10]=[C:11]([CH:15]=[CH:16][CH:17]=2)[C:12]([OH:14])=[O:13])(=[O:8])=[O:7])[CH2:5][CH2:4][CH2:3][CH2:2]1.S(=O)(=O)(O)O.[CH3:23]O. No catalyst specified. The product is [N:1]1([S:6]([C:9]2[CH:10]=[C:11]([CH:15]=[CH:16][CH:17]=2)[C:12]([O:14][CH3:23])=[O:13])(=[O:7])=[O:8])[CH2:2][CH2:3][CH2:4][CH2:5]1. The yield is 0.683.